Predict the product of the given reaction. From a dataset of Forward reaction prediction with 1.9M reactions from USPTO patents (1976-2016). (1) Given the reactants Cl.[NH:2]1[CH2:7][CH2:6][CH:5]([C:8]2[NH:12][N:11]=[C:10]([C:13]3[CH:18]=[CH:17][C:16]([Cl:19])=[CH:15][CH:14]=3)[C:9]=2[C:20]2[CH:25]=[CH:24][N:23]=[CH:22][CH:21]=2)[CH2:4][CH2:3]1.[CH2:26]=O, predict the reaction product. The product is: [CH3:26][N:2]1[CH2:3][CH2:4][CH:5]([C:8]2[NH:12][N:11]=[C:10]([C:13]3[CH:14]=[CH:15][C:16]([Cl:19])=[CH:17][CH:18]=3)[C:9]=2[C:20]2[CH:25]=[CH:24][N:23]=[CH:22][CH:21]=2)[CH2:6][CH2:7]1. (2) Given the reactants O.II.[F:4][C:5]1[CH:10]=[C:9]([N+:11]([O-:13])=[O:12])[CH:8]=[CH:7][C:6]=1[CH:14]([NH:18][C:19](=[O:21])[CH3:20])[CH2:15][CH:16]=[CH2:17].C(OC(=O)C)(=[O:24])C, predict the reaction product. The product is: [C:19]([N:18]1[CH2:17][CH:16]([OH:24])[CH2:15][CH:14]1[C:6]1[CH:7]=[CH:8][C:9]([N+:11]([O-:13])=[O:12])=[CH:10][C:5]=1[F:4])(=[O:21])[CH3:20]. (3) Given the reactants [C:1]1([C:7]2[C:8](=[O:25])[NH:9][C:10](=[O:24])[C:11]=2[NH:12][C:13]2[CH:18]=[CH:17][C:16]([O:19][C:20]([F:23])([F:22])[F:21])=[CH:15][CH:14]=2)[CH:6]=[CH:5][CH:4]=[CH:3][CH:2]=1.N(C(OCC)=O)=NC(OCC)=O.C1(P(C2C=CC=CC=2)C2C=CC=CC=2)C=CC=CC=1.[F:57][C:58]([F:62])([F:61])[CH2:59]O, predict the reaction product. The product is: [C:1]1([C:7]2[C:8](=[O:25])[N:9]([CH2:59][C:58]([F:62])([F:61])[F:57])[C:10](=[O:24])[C:11]=2[NH:12][C:13]2[CH:14]=[CH:15][C:16]([O:19][C:20]([F:22])([F:23])[F:21])=[CH:17][CH:18]=2)[CH:2]=[CH:3][CH:4]=[CH:5][CH:6]=1. (4) The product is: [Cl:1][C:2]1[CH:7]=[CH:6][C:5]([Cl:8])=[CH:4][C:3]=1[C:9]1[O:13][N:12]=[CH:11][C:10]=1[CH2:14][OH:15]. Given the reactants [Cl:1][C:2]1[CH:7]=[CH:6][C:5]([Cl:8])=[CH:4][C:3]=1[C:9]1[O:13][N:12]=[CH:11][C:10]=1[C:14](OCC)=[O:15].[H-].C([Al+]CC(C)C)C(C)C.Cl, predict the reaction product. (5) The product is: [CH2:32]([O:31][C:29]([N:28]=[S:26]([CH2:34][CH3:35])([C:22]1[CH:23]=[CH:24][CH:25]=[C:20]([CH2:19][O:17][C:11]2[CH:10]=[C:9]3[C:14]([C:5]([NH:4][CH:1]([CH3:3])[CH3:2])=[N:6][CH:7]=[N:8]3)=[CH:13][C:12]=2[O:15][CH3:16])[CH:21]=1)=[O:27])=[O:30])[CH3:33]. Given the reactants [CH:1]([NH:4][C:5]1[C:14]2[C:9](=[CH:10][C:11]([OH:17])=[C:12]([O:15][CH3:16])[CH:13]=2)[N:8]=[CH:7][N:6]=1)([CH3:3])[CH3:2].Br[CH2:19][C:20]1[CH:21]=[C:22]([S:26]([CH2:34][CH3:35])(=[N:28][C:29]([O:31][CH2:32][CH3:33])=[O:30])=[O:27])[CH:23]=[CH:24][CH:25]=1.C(=O)([O-])[O-].[K+].[K+], predict the reaction product. (6) Given the reactants Cl.[NH2:2][CH2:3][CH2:4][CH2:5][CH2:6][CH2:7][CH2:8][C:9]([O:11][CH3:12])=[O:10].[CH3:13][Si:14]([CH3:29])([CH3:28])[CH2:15][CH2:16][O:17][C:18](ON1C(=O)CCC1=O)=[O:19].C(N(CC)CC)C, predict the reaction product. The product is: [CH3:13][Si:14]([CH3:29])([CH3:28])[CH2:15][CH2:16][O:17][C:18]([NH:2][CH2:3][CH2:4][CH2:5][CH2:6][CH2:7][CH2:8][C:9]([O:11][CH3:12])=[O:10])=[O:19]. (7) The product is: [NH2:2][CH2:3][CH2:4][C:17]1[CH:15]=[CH:14][C:23]([OH:24])=[C:21]([OH:22])[CH:19]=1. Given the reactants C[N:2](CC1C=CC=CC=1)[CH2:3][C:4]#C.O=[C:14]1O[C@H:19]([C@H:21]([CH2:23][OH:24])[OH:22])[C:17](O)=[C:15]1O, predict the reaction product. (8) Given the reactants [CH:1]([O:4][C:5](=[O:30])[NH:6][C:7]1[CH:12]=[CH:11][C:10]([C:13]2[N:14]([CH2:26][CH:27]3[CH2:29][CH2:28]3)[C:15]3[C:20]([C:21]=2I)=[CH:19][CH:18]=[C:17]([O:23][CH2:24][CH3:25])[CH:16]=3)=[CH:9][CH:8]=1)([CH3:3])[CH3:2].[CH:31]1([C:34]#[CH:35])[CH2:33][CH2:32]1.C(N(CC)CC)C.CN(C=O)C, predict the reaction product. The product is: [CH:1]([O:4][C:5](=[O:30])[NH:6][C:7]1[CH:12]=[CH:11][C:10]([C:13]2[N:14]([CH2:26][CH:27]3[CH2:29][CH2:28]3)[C:15]3[C:20]([C:21]=2[C:35]#[C:34][CH:31]2[CH2:33][CH2:32]2)=[CH:19][CH:18]=[C:17]([O:23][CH2:24][CH3:25])[CH:16]=3)=[CH:9][CH:8]=1)([CH3:3])[CH3:2]. (9) Given the reactants Cl[C:2]1[N:10]=[C:9]2[C:5]([N:6]=[CH:7][N:8]2[CH:11]2[CH2:15][CH2:14][CH2:13][O:12]2)=[C:4]([NH2:16])[N:3]=1.[CH2:17]([SH:21])[CH2:18][CH2:19][CH3:20].C(=O)([O-])[O-].[K+].[K+], predict the reaction product. The product is: [CH2:17]([S:21][C:2]1[N:10]=[C:9]2[C:5]([N:6]=[CH:7][N:8]2[CH:11]2[CH2:15][CH2:14][CH2:13][O:12]2)=[C:4]([NH2:16])[N:3]=1)[CH2:18][CH2:19][CH3:20]. (10) Given the reactants Cl[C:2]1[N:7]2[N:8]=[C:9]([NH:11][C:12](=[O:19])[C:13]3[CH:18]=[CH:17][CH:16]=[CH:15][CH:14]=3)[N:10]=[C:6]2[CH:5]=[CH:4][CH:3]=1.[CH:20]1([NH2:26])[CH2:25][CH2:24][CH2:23][CH2:22][CH2:21]1, predict the reaction product. The product is: [CH:20]1([NH:26][C:2]2[N:7]3[N:8]=[C:9]([NH:11][C:12](=[O:19])[C:13]4[CH:18]=[CH:17][CH:16]=[CH:15][CH:14]=4)[N:10]=[C:6]3[CH:5]=[CH:4][CH:3]=2)[CH2:25][CH2:24][CH2:23][CH2:22][CH2:21]1.